This data is from Reaction yield outcomes from USPTO patents with 853,638 reactions. The task is: Predict the reaction yield, written as a fraction of the theoretical maximum amount of product (1.0 means a 100% yield; for example, 0.34 means a 34% yield). (1) The reactants are C(=O)([O-])[O-].[Cs+].[Cs+].[C:7]([O:10][C:11]1[CH:12]=[C:13]2[C:18](=[CH:19][CH:20]=1)[N:17]=[CH:16][N:15]=[C:14]2Cl)(=[O:9])[CH3:8].[CH3:22][O:23][C:24]1[N:29]=[C:28]2[S:30][C:31]([NH2:33])=[N:32][C:27]2=[CH:26][CH:25]=1. The catalyst is C1C=CC(/C=C/C(/C=C/C2C=CC=CC=2)=O)=CC=1.C1C=CC(/C=C/C(/C=C/C2C=CC=CC=2)=O)=CC=1.C1C=CC(/C=C/C(/C=C/C2C=CC=CC=2)=O)=CC=1.[Pd].[Pd].C1(C)C=CC=CC=1. The product is [C:7]([O:10][C:11]1[CH:12]=[C:13]2[C:18](=[CH:19][CH:20]=1)[N:17]=[CH:16][N:15]=[C:14]2[NH:33][C:31]1[S:30][C:28]2[C:27]([N:32]=1)=[CH:26][CH:25]=[C:24]([O:23][CH3:22])[N:29]=2)(=[O:9])[CH3:8]. The yield is 0.400. (2) The reactants are [CH3:1][C:2]1([CH3:20])[O:11][C:10]2[C:5](=[N:6][C:7]([CH2:12][NH:13][C:14]3[CH:19]=[CH:18][CH:17]=[CH:16][CH:15]=3)=[CH:8][CH:9]=2)[CH:4]=[CH:3]1.C(N(CC)CC)C.[CH3:28][O:29][C:30]1[CH:31]=[C:32]([CH:36]=[CH:37][C:38]=1[O:39][CH3:40])[C:33](Cl)=[O:34].C(Cl)Cl.CCOC(C)=O. The catalyst is C(Cl)Cl. The product is [CH3:1][C:2]1([CH3:20])[O:11][C:10]2[C:5](=[N:6][C:7]([CH2:12][N:13]([C:14]3[CH:19]=[CH:18][CH:17]=[CH:16][CH:15]=3)[C:33](=[O:34])[C:32]3[CH:36]=[CH:37][C:38]([O:39][CH3:40])=[C:30]([O:29][CH3:28])[CH:31]=3)=[CH:8][CH:9]=2)[CH:4]=[CH:3]1. The yield is 1.00.